This data is from Retrosynthesis with 50K atom-mapped reactions and 10 reaction types from USPTO. The task is: Predict the reactants needed to synthesize the given product. (1) Given the product CC(C)(C)[Si](C)(C)C#Cc1ccc(Br)cn1, predict the reactants needed to synthesize it. The reactants are: Brc1ccc(Br)nc1.C#C[Si](C)(C)C(C)(C)C. (2) Given the product Fc1ccc(-c2ccc3nc(N4CCN(c5ncccc5C(F)(F)F)CC4)[nH]c3c2)cc1F, predict the reactants needed to synthesize it. The reactants are: FC(F)(F)c1cccnc1N1CCN(c2nc3ccc(Br)cc3[nH]2)CC1.OB(O)c1ccc(F)c(F)c1. (3) Given the product O=C1CCC(C(O)CN2CCc3c(n(S(=O)(=O)c4ccccc4)c4ccccc34)C2)CC1, predict the reactants needed to synthesize it. The reactants are: O=S(=O)(c1ccccc1)n1c2c(c3ccccc31)CCN(CC(O)C1CCC3(CC1)OCCO3)C2. (4) Given the product CCOC(=O)C(C)C1OB(O)c2cc(Oc3nnc(N)s3)cc(C)c21, predict the reactants needed to synthesize it. The reactants are: CCOC(=O)C(C)C1OB(O)c2cc(Oc3nnc([N+](=O)[O-])s3)cc(C)c21.